This data is from Full USPTO retrosynthesis dataset with 1.9M reactions from patents (1976-2016). The task is: Predict the reactants needed to synthesize the given product. (1) Given the product [CH2:38]([NH:37][C:26]([C:21]1[NH:22][C:23]2[C:19]([CH:20]=1)=[CH:18][C:17]([C:15]1[CH:14]=[CH:13][N:12]=[C:11]([C:9](=[O:10])[NH:8][CH2:7][C:4]3[CH:3]=[CH:2][N:1]=[CH:6][CH:5]=3)[CH:16]=1)=[CH:25][CH:24]=2)=[O:28])[CH3:39], predict the reactants needed to synthesize it. The reactants are: [N:1]1[CH:6]=[CH:5][C:4]([CH2:7][NH:8][C:9]([C:11]2[CH:16]=[C:15]([C:17]3[CH:18]=[C:19]4[C:23](=[CH:24][CH:25]=3)[NH:22][C:21]([C:26]([OH:28])=O)=[CH:20]4)[CH:14]=[CH:13][N:12]=2)=[O:10])=[CH:3][CH:2]=1.CN(C(O[N:37]1N=N[C:39]2C=CC=N[C:38]1=2)=[N+](C)C)C.F[P-](F)(F)(F)(F)F.C(N(CC)C(C)C)(C)C.C(N)C. (2) The reactants are: Cl[CH2:2][Si:3]([CH3:6])([CH3:5])[CH3:4].[Li].C[Si](C[Li])(C)C.[CH3:14][C:15]1[C:16](=[O:26])[C:17]([CH3:25])([CH3:24])[CH2:18][CH:19]2[C:23]=1[O:22][CH2:21][O:20]2. Given the product [CH3:14][C:15]1[C:16]([CH2:2][Si:3]([CH3:6])([CH3:5])[CH3:4])([OH:26])[C:17]([CH3:25])([CH3:24])[CH2:18][CH:19]2[C:23]=1[O:22][CH2:21][O:20]2, predict the reactants needed to synthesize it.